The task is: Predict the reactants needed to synthesize the given product.. This data is from Full USPTO retrosynthesis dataset with 1.9M reactions from patents (1976-2016). (1) Given the product [Cl:1][C:2]1[CH:3]=[C:4]([C:9]2[C:13]([CH2:14][OH:15])=[CH:12][O:11][N:10]=2)[CH:5]=[CH:6][C:7]=1[Cl:8], predict the reactants needed to synthesize it. The reactants are: [Cl:1][C:2]1[CH:3]=[C:4]([C:9]2[C:13]([C:14](OCC)=[O:15])=[CH:12][O:11][N:10]=2)[CH:5]=[CH:6][C:7]=1[Cl:8].[H-].C([Al+]CC(C)C)C(C)C.Cl. (2) Given the product [N:1]1[N:2]=[CH:3][N:4]([CH2:6][C@@H:7]2[C@H:10]([NH:11][C:12](=[O:39])/[C:13](=[N:27]\[O:28][C:29]([CH3:38])([CH3:37])[C:30]([OH:32])=[O:31])/[C:14]3[N:15]=[C:16]([NH2:19])[S:17][CH:18]=3)[C:9](=[O:40])[N:8]2[S:41]([OH:44])(=[O:42])=[O:43])[CH:5]=1, predict the reactants needed to synthesize it. The reactants are: [N:1]1[N:2]=[CH:3][N:4]([CH2:6][C@@H:7]2[C@H:10]([NH:11][C:12](=[O:39])/[C:13](=[N:27]\[O:28][C:29]([CH3:38])([CH3:37])[C:30]([O:32]C(C)(C)C)=[O:31])/[C:14]3[N:15]=[C:16]([NH:19]C(OC(C)(C)C)=O)[S:17][CH:18]=3)[C:9](=[O:40])[N:8]2[S:41]([OH:44])(=[O:43])=[O:42])[CH:5]=1.C(O)(C(F)(F)F)=O.